Dataset: Peptide-MHC class I binding affinity with 185,985 pairs from IEDB/IMGT. Task: Regression. Given a peptide amino acid sequence and an MHC pseudo amino acid sequence, predict their binding affinity value. This is MHC class I binding data. (1) The peptide sequence is GYNFSLGA. The MHC is H-2-Kb with pseudo-sequence H-2-Kb. The binding affinity (normalized) is 0.0573. (2) The peptide sequence is SSTTSTGPCR. The MHC is Patr-A0101 with pseudo-sequence Patr-A0101. The binding affinity (normalized) is 0.0150. (3) The peptide sequence is ITAGYNRYY. The MHC is HLA-A03:01 with pseudo-sequence HLA-A03:01. The binding affinity (normalized) is 0.253. (4) The peptide sequence is ADELEKIRL. The MHC is Mamu-B8701 with pseudo-sequence Mamu-B8701. The binding affinity (normalized) is 0.260.